This data is from Forward reaction prediction with 1.9M reactions from USPTO patents (1976-2016). The task is: Predict the product of the given reaction. The product is: [O:19]=[C:18]1[C:17]2[O:10][CH2:9][CH:7]([C:6]([O:5][CH3:4])=[O:11])[NH:8][C:16]=2[CH2:15][CH2:14][CH2:13]1. Given the reactants [H-].[Na+].Cl.[CH3:4][O:5][C:6](=[O:11])[C@H:7]([CH2:9][OH:10])[NH2:8].Br[CH:13]1[C:18](=[O:19])[CH2:17][CH2:16][CH2:15][C:14]1=O.CN(C=O)C, predict the reaction product.